Dataset: NCI-60 drug combinations with 297,098 pairs across 59 cell lines. Task: Regression. Given two drug SMILES strings and cell line genomic features, predict the synergy score measuring deviation from expected non-interaction effect. Drug 1: CC1=C2C(C(=O)C3(C(CC4C(C3C(C(C2(C)C)(CC1OC(=O)C(C(C5=CC=CC=C5)NC(=O)OC(C)(C)C)O)O)OC(=O)C6=CC=CC=C6)(CO4)OC(=O)C)O)C)O. Drug 2: C1C(C(OC1N2C=NC3=C2NC=NCC3O)CO)O. Cell line: EKVX. Synergy scores: CSS=5.73, Synergy_ZIP=-2.85, Synergy_Bliss=-4.59, Synergy_Loewe=2.58, Synergy_HSA=-4.23.